Dataset: Reaction yield outcomes from USPTO patents with 853,638 reactions. Task: Predict the reaction yield, written as a fraction of the theoretical maximum amount of product (1.0 means a 100% yield; for example, 0.34 means a 34% yield). (1) The reactants are [NH2:1][CH2:2][C:3]([NH:5][OH:6])=[O:4].CO.[CH3:9][C:10]([CH:12]=O)=O.[OH-].[Na+]. The catalyst is O. The product is [CH3:12][C:10]1[CH:9]=[N+:5]([O-:6])[C:3]([OH:4])=[CH:2][N:1]=1. The yield is 0.520. (2) The reactants are [CH2:1]([N:5]1[C:13]2[N:12]=[C:11]([Cl:14])[N:10](CC=C)[C:9]=2[C:8](=[O:18])[NH:7][C:6]1=[O:19])[CH2:2][CH2:3][CH3:4].C([O-])([O-])=O.[Cs+].[Cs+].Cl[CH2:27][C:28]#[N:29].N1CCOCC1. The catalyst is CN(C=O)C.C1C=CC([P]([Pd]([P](C2C=CC=CC=2)(C2C=CC=CC=2)C2C=CC=CC=2)([P](C2C=CC=CC=2)(C2C=CC=CC=2)C2C=CC=CC=2)[P](C2C=CC=CC=2)(C2C=CC=CC=2)C2C=CC=CC=2)(C2C=CC=CC=2)C2C=CC=CC=2)=CC=1. The product is [CH2:1]([N:5]1[C:13]2[N:12]=[C:11]([Cl:14])[NH:10][C:9]=2[C:8](=[O:18])[N:7]([CH2:27][C:28]#[N:29])[C:6]1=[O:19])[CH2:2][CH2:3][CH3:4]. The yield is 0.260. (3) The reactants are [H-].[Na+].[C:3]1([CH:9]2[CH2:13][CH2:12][CH2:11][C:10]2=[O:14])[CH:8]=[CH:7][CH:6]=[CH:5][CH:4]=1.[CH3:15]I. The catalyst is COCCOC. The product is [CH3:15][C:9]1([C:3]2[CH:8]=[CH:7][CH:6]=[CH:5][CH:4]=2)[CH2:13][CH2:12][CH2:11][C:10]1=[O:14]. The yield is 0.739. (4) The reactants are [OH:1][C:2]1[CH:18]=[CH:17][C:5]([C:6]2[CH2:7][O:8][C:9]3[C:14]([CH:15]=2)=[CH:13][CH:12]=[C:11](O)[CH:10]=3)=[CH:4][CH:3]=1.[NH2:19][C:20]1[CH:25]=[CH:24][C:23]([OH:26])=[CH:22][CH:21]=1.[CH2:27]=[O:28].[CH2:29](O)C. The product is [O:28]1[C:11]2[CH:10]=[C:9]3[C:14](=[CH:13][C:12]=2[CH2:29][N:19]([C:20]2[CH:25]=[CH:24][C:23]([OH:26])=[CH:22][CH:21]=2)[CH2:27]1)[CH:15]=[C:6]([C:5]1[CH:17]=[CH:18][C:2]([OH:1])=[CH:3][CH:4]=1)[CH2:7][O:8]3. No catalyst specified. The yield is 0.790. (5) The yield is 0.760. The product is [Cl:18][C:13]1[N:12]=[C:11]([NH:10][C:4]2[CH:5]=[CH:6][C:7]([O:8][CH3:9])=[C:2]([Cl:1])[CH:3]=2)[N:16]=[C:15]([NH:26][CH2:25][CH:19]2[CH2:24][CH2:23][CH2:22][CH2:21][CH2:20]2)[N:14]=1. The reactants are [Cl:1][C:2]1[CH:3]=[C:4]([NH:10][C:11]2[N:16]=[C:15](Cl)[N:14]=[C:13]([Cl:18])[N:12]=2)[CH:5]=[CH:6][C:7]=1[O:8][CH3:9].[CH:19]1([CH2:25][NH2:26])[CH2:24][CH2:23][CH2:22][CH2:21][CH2:20]1.[OH-].[Na+].Cl. The catalyst is CC(C)=O. (6) The reactants are [CH2:1]([O:8][C:9]([NH:11][C@@:12]([C:22]([O:24][CH2:25][CH3:26])=[O:23])([C:19](O)=[O:20])[CH2:13][C:14]([O:16][CH2:17][CH3:18])=[O:15])=[O:10])[C:2]1[CH:7]=[CH:6][CH:5]=[CH:4][CH:3]=1.ClC(OCC(C)C)=O.[NH3:35].Cl. The catalyst is C1COCC1.C(N(CC)CC)C. The product is [CH2:1]([O:8][C:9]([NH:11][C@@:12]([C:19](=[O:20])[NH2:35])([CH2:13][C:14]([O:16][CH2:17][CH3:18])=[O:15])[C:22]([O:24][CH2:25][CH3:26])=[O:23])=[O:10])[C:2]1[CH:7]=[CH:6][CH:5]=[CH:4][CH:3]=1. The yield is 0.840.